This data is from Merck oncology drug combination screen with 23,052 pairs across 39 cell lines. The task is: Regression. Given two drug SMILES strings and cell line genomic features, predict the synergy score measuring deviation from expected non-interaction effect. (1) Drug 1: COc1cc(C2c3cc4c(cc3C(OC3OC5COC(C)OC5C(O)C3O)C3COC(=O)C23)OCO4)cc(OC)c1O. Drug 2: CCc1cnn2c(NCc3ccc[n+]([O-])c3)cc(N3CCCCC3CCO)nc12. Cell line: PA1. Synergy scores: synergy=-11.9. (2) Cell line: NCIH2122. Synergy scores: synergy=-12.8. Drug 2: Cn1cc(-c2cnn3c(N)c(Br)c(C4CCCNC4)nc23)cn1. Drug 1: N.N.O=C(O)C1(C(=O)O)CCC1.[Pt].